From a dataset of Microsomal clearance measurements from AstraZeneca. Regression/Classification. Given a drug SMILES string, predict its absorption, distribution, metabolism, or excretion properties. Task type varies by dataset: regression for continuous measurements (e.g., permeability, clearance, half-life) or binary classification for categorical outcomes (e.g., BBB penetration, CYP inhibition). For this dataset (clearance_microsome_az), we predict log10(clearance) (log10 of the in vitro intrinsic clearance, CLint, in uL/min per mg of human liver microsomal protein, equivalently mL/min/g; values are censored to the assay range of 3 to 150, which is 0.477 to 2.18 on this log10 scale). (1) The drug is CC[C@@H](Nc1c(Nc2cccc(C(=O)N(C)C)c2O)c(=O)c1=O)c1ccc(C)o1. The log10(clearance) is 0.480. (2) The molecule is CCOc1ccc2nc(N)sc2c1. The log10(clearance) is 1.30. (3) The drug is CCCN1CCC(Oc2nccc(Nc3cc(NC(=O)c4cccc(N5CCOCC5)c4)ccc3C)n2)CC1. The log10(clearance) is 1.73. (4) The molecule is O=C(O)[C@@H](c1ccccc1)N1CCC(CN2CCC(Oc3ccc(Cl)c(Cl)c3)CC2)CC1. The log10(clearance) is 0.480. (5) The drug is CC(=O)Nc1ccc(CNc2[nH]nc3ccnc(Oc4ccccc4)c23)cc1. The log10(clearance) is 1.08. (6) The drug is COc1cc2c(Nc3ccc(F)c(Cl)c3)c(C(N)=O)cnc2cc1OCCN(C)CCO. The log10(clearance) is 1.44. (7) The drug is CC(C)(C)NS(=O)(=O)c1cncc(-c2ccc3nc(NC(=O)NCC(=O)N4CCOCC4)nn3c2)c1. The log10(clearance) is 0.700. (8) The drug is COc1cccc2c1c(NS(=O)(=O)c1ccc(Cl)s1)nn2Cc1cccc(CNC(=O)[C@@H]2COCCN2)c1. The log10(clearance) is 1.61. (9) The drug is CCS(=O)(=O)CCCC12CCC(c3nnc(-c4ccccc4C(F)(F)F)n3C)(CC1)CC2. The log10(clearance) is 0.480.